Dataset: NCI-60 drug combinations with 297,098 pairs across 59 cell lines. Task: Regression. Given two drug SMILES strings and cell line genomic features, predict the synergy score measuring deviation from expected non-interaction effect. (1) Drug 1: CS(=O)(=O)C1=CC(=C(C=C1)C(=O)NC2=CC(=C(C=C2)Cl)C3=CC=CC=N3)Cl. Drug 2: CC(C)(C#N)C1=CC(=CC(=C1)CN2C=NC=N2)C(C)(C)C#N. Cell line: K-562. Synergy scores: CSS=15.8, Synergy_ZIP=2.77, Synergy_Bliss=3.69, Synergy_Loewe=3.52, Synergy_HSA=2.91. (2) Drug 1: CC1CCC2CC(C(=CC=CC=CC(CC(C(=O)C(C(C(=CC(C(=O)CC(OC(=O)C3CCCCN3C(=O)C(=O)C1(O2)O)C(C)CC4CCC(C(C4)OC)O)C)C)O)OC)C)C)C)OC. Drug 2: C1=NC(=NC(=O)N1C2C(C(C(O2)CO)O)O)N. Cell line: UACC-257. Synergy scores: CSS=6.85, Synergy_ZIP=-1.31, Synergy_Bliss=2.28, Synergy_Loewe=1.14, Synergy_HSA=0.842. (3) Drug 1: C1CCN(CC1)CCOC2=CC=C(C=C2)C(=O)C3=C(SC4=C3C=CC(=C4)O)C5=CC=C(C=C5)O. Drug 2: C1=CC=C(C(=C1)C(C2=CC=C(C=C2)Cl)C(Cl)Cl)Cl. Cell line: HS 578T. Synergy scores: CSS=-2.52, Synergy_ZIP=6.29, Synergy_Bliss=8.25, Synergy_Loewe=0.245, Synergy_HSA=0.0876. (4) Drug 1: CC1C(C(CC(O1)OC2CC(CC3=C2C(=C4C(=C3O)C(=O)C5=C(C4=O)C(=CC=C5)OC)O)(C(=O)CO)O)N)O.Cl. Drug 2: C1=C(C(=O)NC(=O)N1)N(CCCl)CCCl. Cell line: RPMI-8226. Synergy scores: CSS=43.6, Synergy_ZIP=4.96, Synergy_Bliss=4.68, Synergy_Loewe=7.37, Synergy_HSA=8.74.